This data is from Forward reaction prediction with 1.9M reactions from USPTO patents (1976-2016). The task is: Predict the product of the given reaction. The product is: [CH3:15][N:9]1[C:10]2[C:6](=[CH:5][C:4]([N+:1]([O-:3])=[O:2])=[CH:12][CH:11]=2)[CH2:7][CH2:8]1. Given the reactants [N+:1]([C:4]1[CH:5]=[C:6]2[C:10](=[CH:11][CH:12]=1)[NH:9][CH2:8][CH2:7]2)([O-:3])=[O:2].[OH-].[K+].[CH3:15]I.O, predict the reaction product.